This data is from Forward reaction prediction with 1.9M reactions from USPTO patents (1976-2016). The task is: Predict the product of the given reaction. (1) Given the reactants Br[C:2]1[CH:7]=[C:6]([CH3:8])[C:5]([CH:9]2[C:13](=[O:14])[C:12](=[CH:15][CH:16]3[CH2:21][CH2:20][O:19][CH2:18][CH2:17]3)[CH2:11][C:10]2=[O:22])=[C:4]([CH3:23])[CH:3]=1.[H][H], predict the reaction product. The product is: [CH3:23][C:4]1[CH:3]=[CH:2][CH:7]=[C:6]([CH3:8])[C:5]=1[CH:9]1[C:13](=[O:14])[CH:12]([CH2:15][CH:16]2[CH2:21][CH2:20][O:19][CH2:18][CH2:17]2)[CH2:11][C:10]1=[O:22]. (2) Given the reactants [OH-].[Na+].[C:3]1([OH:9])[CH:8]=[CH:7][CH:6]=[CH:5][CH:4]=1.[Br:10][CH2:11][CH2:12]Br, predict the reaction product. The product is: [Br:10][CH2:11][CH2:12][O:9][C:3]1[CH:8]=[CH:7][CH:6]=[CH:5][CH:4]=1. (3) Given the reactants [N:1]([CH2:4][CH:5]1[CH:11]([C:12]2[CH:17]=[CH:16][C:15]([Cl:18])=[C:14]([Cl:19])[CH:13]=2)[O:10][CH2:9][CH2:8][N:7]([C:20]([O:22][C:23]([CH3:26])([CH3:25])[CH3:24])=[O:21])[CH2:6]1)=[N+]=[N-].C1(P(C2C=CC=CC=2)C2C=CC=CC=2)C=CC=CC=1.O, predict the reaction product. The product is: [NH2:1][CH2:4][CH:5]1[CH:11]([C:12]2[CH:17]=[CH:16][C:15]([Cl:18])=[C:14]([Cl:19])[CH:13]=2)[O:10][CH2:9][CH2:8][N:7]([C:20]([O:22][C:23]([CH3:26])([CH3:25])[CH3:24])=[O:21])[CH2:6]1. (4) Given the reactants [F:1][C:2]1[CH:3]=[C:4]([S:9](Cl)(=[O:11])=[O:10])[CH:5]=[C:6]([F:8])[CH:7]=1.[NH2:13][C:14]1[C:15]2[C:22]([C:23]([C:25]3[CH:26]=[N:27][CH:28]=[C:29]([NH2:31])[CH:30]=3)=[O:24])=[CH:21][N:20]([CH:32]([CH3:34])[CH3:33])[C:16]=2[N:17]=[CH:18][N:19]=1, predict the reaction product. The product is: [NH2:13][C:14]1[C:15]2[C:22]([C:23]([C:25]3[CH:30]=[C:29]([NH:31][S:9]([C:4]4[CH:3]=[C:2]([F:1])[CH:7]=[C:6]([F:8])[CH:5]=4)(=[O:11])=[O:10])[CH:28]=[N:27][CH:26]=3)=[O:24])=[CH:21][N:20]([CH:32]([CH3:34])[CH3:33])[C:16]=2[N:17]=[CH:18][N:19]=1.